From a dataset of Forward reaction prediction with 1.9M reactions from USPTO patents (1976-2016). Predict the product of the given reaction. (1) Given the reactants Br[C:2]1[C:3]([CH3:9])=[N:4][CH:5]=[CH:6][C:7]=1[CH3:8].[CH3:10][O:11][C:12](=[O:42])[CH2:13][C@H:14]1[C:18]2[CH:19]=[CH:20][C:21]([O:23][C@H:24]3[C:32]4[C:27](=[C:28](B5OC(C)(C)C(C)(C)O5)[CH:29]=[CH:30][CH:31]=4)[CH2:26][CH2:25]3)=[CH:22][C:17]=2[O:16][CH2:15]1, predict the reaction product. The product is: [CH3:10][O:11][C:12](=[O:42])[CH2:13][C@H:14]1[C:18]2[CH:19]=[CH:20][C:21]([O:23][C@H:24]3[C:32]4[C:27](=[C:28]([C:2]5[C:3]([CH3:9])=[N:4][CH:5]=[CH:6][C:7]=5[CH3:8])[CH:29]=[CH:30][CH:31]=4)[CH2:26][CH2:25]3)=[CH:22][C:17]=2[O:16][CH2:15]1. (2) Given the reactants Br[C:2]1[CH:7]=[CH:6][C:5]([C:8]2[CH:13]=[CH:12][CH:11]=[CH:10][CH:9]=2)=[CH:4][CH:3]=1.[CH3:14][C:15]1[CH:21]=[C:20]([CH3:22])[CH:19]=[CH:18][C:16]=1[NH2:17].C(=O)([O-])[O-].[Cs+].[Cs+].C1C=CC(P(C2C(C3C(P(C4C=CC=CC=4)C4C=CC=CC=4)=CC=C4C=3C=CC=C4)=C3C(C=CC=C3)=CC=2)C2C=CC=CC=2)=CC=1, predict the reaction product. The product is: [CH3:14][C:15]1[CH:21]=[C:20]([CH3:22])[CH:19]=[CH:18][C:16]=1[NH:17][C:2]1[CH:7]=[CH:6][C:5]([C:8]2[CH:13]=[CH:12][CH:11]=[CH:10][CH:9]=2)=[CH:4][CH:3]=1.